Dataset: Peptide-MHC class I binding affinity with 185,985 pairs from IEDB/IMGT. Task: Regression. Given a peptide amino acid sequence and an MHC pseudo amino acid sequence, predict their binding affinity value. This is MHC class I binding data. (1) The MHC is HLA-B51:01 with pseudo-sequence HLA-B51:01. The binding affinity (normalized) is 0.224. The peptide sequence is IPYLRNYMV. (2) The peptide sequence is LSGIFSNP. The MHC is HLA-A02:01 with pseudo-sequence HLA-A02:01. The binding affinity (normalized) is 0.369. (3) The peptide sequence is RYMYIYLFI. The MHC is HLA-C06:02 with pseudo-sequence HLA-C06:02. The binding affinity (normalized) is 0.0847. (4) The peptide sequence is RVFGFRTAK. The MHC is HLA-B18:01 with pseudo-sequence HLA-B18:01. The binding affinity (normalized) is 0.0847. (5) The binding affinity (normalized) is 0.205. The MHC is Mamu-B52 with pseudo-sequence Mamu-B52. The peptide sequence is METQTSTW. (6) The peptide sequence is YTFEPHYFY. The MHC is HLA-A80:01 with pseudo-sequence HLA-A80:01. The binding affinity (normalized) is 1.00.